From a dataset of Catalyst prediction with 721,799 reactions and 888 catalyst types from USPTO. Predict which catalyst facilitates the given reaction. (1) Reactant: [C:1]([O:5][C:6]([NH:8][C@@H:9]([CH2:13][C:14]1[CH:19]=[CH:18][C:17]([OH:20])=[CH:16][C:15]=1[F:21])[C:10]([OH:12])=O)=[O:7])([CH3:4])([CH3:3])[CH3:2].Cl.[F:23][C:24]1([F:29])[CH2:28][CH2:27][NH:26][CH2:25]1. Product: [C:1]([O:5][C:6](=[O:7])[NH:8][C@@H:9]([CH2:13][C:14]1[CH:19]=[CH:18][C:17]([OH:20])=[CH:16][C:15]=1[F:21])[C:10]([N:26]1[CH2:27][CH2:28][C:24]([F:29])([F:23])[CH2:25]1)=[O:12])([CH3:2])([CH3:3])[CH3:4]. The catalyst class is: 66. (2) Reactant: [C:1]([NH:5][S:6]([C:9]1[C:10]([C:15]2[CH:20]=[CH:19][C:18]([NH2:21])=[CH:17][CH:16]=2)=[CH:11][CH:12]=[CH:13][CH:14]=1)(=[O:8])=[O:7])([CH3:4])([CH3:3])[CH3:2].O.C1(C)C=CC(S(O)(=O)=O)=CC=1.[CH3:34][C:35]1([CH3:48])[O:47][C:39]2[C:40]([CH3:46])=[N:41][CH:42]=[C:43]([CH:44]=O)[C:38]=2[CH2:37][O:36]1.[BH4-].[Na+].[OH-].[Na+]. Product: [C:1]([NH:5][S:6]([C:9]1[C:10]([C:15]2[CH:20]=[CH:19][C:18]([NH:21][CH2:44][C:43]3[CH:42]=[N:41][C:40]([CH3:46])=[C:39]4[O:47][C:35]([CH3:48])([CH3:34])[O:36][CH2:37][C:38]=34)=[CH:17][CH:16]=2)=[CH:11][CH:12]=[CH:13][CH:14]=1)(=[O:8])=[O:7])([CH3:4])([CH3:2])[CH3:3]. The catalyst class is: 426. (3) Reactant: Br[CH2:2][C:3]([C:5]1[CH:6]=[CH:7][C:8]2[O:12][C:11]3([CH3:19])[CH:13]4[CH2:17][C:16]([CH3:18])([C:10]3([CH3:20])[C:9]=2[CH:21]=1)[CH2:15][CH2:14]4)=[O:4].[OH:22][C:23]1[CH:24]=[C:25]([CH:30]=[CH:31][C:32]=1[I:33])[C:26]([O:28][CH3:29])=[O:27].C(=O)([O-])[O-].[K+].[K+]. Product: [CH3:18][C:16]12[CH2:17][CH:13]([C:11]3([CH3:19])[C:10]1([CH3:20])[C:9]1[CH:21]=[C:5]([C:3]([CH2:2][O:22][C:23]4[CH:24]=[C:25]([CH:30]=[CH:31][C:32]=4[I:33])[C:26]([O:28][CH3:29])=[O:27])=[O:4])[CH:6]=[CH:7][C:8]=1[O:12]3)[CH2:14][CH2:15]2. The catalyst class is: 311. (4) Reactant: [Cl:1][C:2]1[CH:3]=[C:4]([CH2:9][C:10]([NH2:12])=[O:11])[CH:5]=[CH:6][C:7]=1[OH:8].N1C=CN=C1.[Si:18](Cl)([C:21]([CH3:24])([CH3:23])[CH3:22])([CH3:20])[CH3:19]. Product: [Si:18]([O:8][C:7]1[CH:6]=[CH:5][C:4]([CH2:9][C:10]([NH2:12])=[O:11])=[CH:3][C:2]=1[Cl:1])([C:21]([CH3:24])([CH3:23])[CH3:22])([CH3:20])[CH3:19]. The catalyst class is: 42. (5) Reactant: Cl.Cl.[C:3]([N:6]1[C:15]2[C:10](=[CH:11][C:12]([N:16]3[CH:20]=[C:19]([CH3:21])[N:18]=[CH:17]3)=[CH:13][CH:14]=2)[C@H:9]([NH2:22])[CH2:8][C@@H:7]1[CH3:23])(=[O:5])[CH3:4].I[C:25]1[CH:34]=[CH:33][C:28]([C:29]([O:31][CH3:32])=[O:30])=[CH:27][CH:26]=1.CC(C)([O-])C.[Na+].C1(P(C2CCCCC2)C2C=CC=CC=2C2C(N(C)C)=CC=CC=2)CCCCC1. Product: [C:3]([N:6]1[C:15]2[C:10](=[CH:11][C:12]([N:16]3[CH:20]=[C:19]([CH3:21])[N:18]=[CH:17]3)=[CH:13][CH:14]=2)[C@H:9]([NH:22][C:25]2[CH:34]=[CH:33][C:28]([C:29]([O:31][CH3:32])=[O:30])=[CH:27][CH:26]=2)[CH2:8][C@@H:7]1[CH3:23])(=[O:5])[CH3:4]. The catalyst class is: 110. (6) The catalyst class is: 435. Product: [F:25][CH:23]([C:21]1[N:20]=[CH:19][N:18]=[C:17]([NH:12][CH2:11][C:9]2[CH:10]=[C:5]3[CH:4]=[C:3]([C:2]([F:1])([F:14])[F:15])[NH:13][C:6]3=[N:7][CH:8]=2)[CH:22]=1)[CH3:24]. Reactant: [F:1][C:2]([F:15])([F:14])[C:3]1[NH:13][C:6]2=[N:7][CH:8]=[C:9]([CH2:11][NH2:12])[CH:10]=[C:5]2[CH:4]=1.Cl[C:17]1[CH:22]=[C:21]([CH:23]([F:25])[CH3:24])[N:20]=[CH:19][N:18]=1.CCN(C(C)C)C(C)C.